This data is from Catalyst prediction with 721,799 reactions and 888 catalyst types from USPTO. The task is: Predict which catalyst facilitates the given reaction. (1) Reactant: [Cl:1][C:2]1[CH:7]=[C:6]([O:8][CH3:9])[CH:5]=[CH:4][C:3]=1[C:10]1[CH:15]=[CH:14][CH:13]=[C:12]([F:16])[CH:11]=1.CC(O)=O.S(=O)(=O)(O)O.[I:26]N1C(=O)CCC1=O. Product: [Cl:1][C:2]1[CH:7]=[C:6]([O:8][CH3:9])[C:5]([I:26])=[CH:4][C:3]=1[C:10]1[CH:15]=[CH:14][CH:13]=[C:12]([F:16])[CH:11]=1. The catalyst class is: 2. (2) The catalyst class is: 7. Reactant: [H-].[Al+3].[Li+].[H-].[H-].[H-].[CH3:7][C:8]1[C:17]2[O:16][CH2:15][C:14](=O)[NH:13][C:12]=2[CH:11]=[CH:10][CH:9]=1.O.[OH-].[Na+]. Product: [CH3:7][C:8]1[C:17]2[O:16][CH2:15][CH2:14][NH:13][C:12]=2[CH:11]=[CH:10][CH:9]=1.